From a dataset of Reaction yield outcomes from USPTO patents with 853,638 reactions. Predict the reaction yield, written as a fraction of the theoretical maximum amount of product (1.0 means a 100% yield; for example, 0.34 means a 34% yield). (1) The reactants are C[O:2][C:3]1[C:8]([C:9]2[CH:14]=[CH:13][C:12]([O:15][C:16]3[CH:21]=[CH:20][N:19]=[C:18]([C:22]4[CH:23]=[N:24][N:25]([CH3:27])[CH:26]=4)[CH:17]=3)=[C:11]([CH3:28])[N:10]=2)=[CH:7][N:6]=[C:5]([NH:29][CH2:30][C:31]([CH3:34])([CH3:33])[CH3:32])[N:4]=1.Br.CCOC(C)=O. The catalyst is C(O)(=O)C. The product is [CH3:28][C:11]1[N:10]=[C:9]([C:8]2[C:3](=[O:2])[NH:4][C:5]([NH:29][CH2:30][C:31]([CH3:34])([CH3:32])[CH3:33])=[N:6][CH:7]=2)[CH:14]=[CH:13][C:12]=1[O:15][C:16]1[CH:21]=[CH:20][N:19]=[C:18]([C:22]2[CH:23]=[N:24][N:25]([CH3:27])[CH:26]=2)[CH:17]=1. The yield is 0.560. (2) The reactants are [Br:1][C:2]1[CH:3]=[C:4]([NH:13][CH:14]2[CH2:19][CH2:18][O:17][CH2:16][CH2:15]2)[C:5]([CH3:12])=[C:6]([CH:11]=1)[C:7]([O:9][CH3:10])=[O:8].[CH:20](=O)[CH3:21].C(O)(=O)C.C(O[BH-](OC(=O)C)OC(=O)C)(=O)C.[Na+]. The catalyst is ClC(Cl)C. The product is [Br:1][C:2]1[CH:3]=[C:4]([N:13]([CH2:20][CH3:21])[CH:14]2[CH2:19][CH2:18][O:17][CH2:16][CH2:15]2)[C:5]([CH3:12])=[C:6]([CH:11]=1)[C:7]([O:9][CH3:10])=[O:8]. The yield is 0.933. (3) The reactants are [NH2:1][C@H:2]1[C:11]2[C:6](=[CH:7][CH:8]=[CH:9][CH:10]=2)[N:5]([C:12](=[O:14])[CH3:13])[C@@H:4]([CH3:15])[C@@H:3]1[CH3:16].Br[C:18]1[CH:23]=[CH:22][C:21]([Cl:24])=[CH:20][CH:19]=1.CN(C1C(C2C(P(C3CCCCC3)C3CCCCC3)=CC=CC=2)=CC=CC=1)C.CC(C)([O-])C.[Na+]. The catalyst is C1C=CC(/C=C/C(/C=C/C2C=CC=CC=2)=O)=CC=1.C1C=CC(/C=C/C(/C=C/C2C=CC=CC=2)=O)=CC=1.C1C=CC(/C=C/C(/C=C/C2C=CC=CC=2)=O)=CC=1.[Pd].[Pd].O1CCOCC1. The product is [Cl:24][C:21]1[CH:22]=[CH:23][C:18]([NH:1][C@H:2]2[C:11]3[C:6](=[CH:7][CH:8]=[CH:9][CH:10]=3)[N:5]([C:12](=[O:14])[CH3:13])[C@@H:4]([CH3:15])[C@@H:3]2[CH3:16])=[CH:19][CH:20]=1. The yield is 0.484. (4) The catalyst is C(Cl)Cl.CN(C)C=O. The product is [C:31]([O:30][C:28]([N:35]1[CH2:40][CH2:39][CH:38]([O:41][S:7]([C:4]2[CH:5]=[CH:6][C:1]([CH3:11])=[CH:2][CH:3]=2)(=[O:9])=[O:8])[CH2:37][CH2:36]1)=[O:29])([CH3:34])([CH3:33])[CH3:32]. The reactants are [C:1]1([CH3:11])[CH:6]=[CH:5][C:4]([S:7](Cl)(=[O:9])=[O:8])=[CH:3][CH:2]=1.C(N(CC)CC)C.CN(C1C=CC=CN=1)C.[C:28]([N:35]1[CH2:40][CH2:39][CH:38]([OH:41])[CH2:37][CH2:36]1)([O:30][C:31]([CH3:34])([CH3:33])[CH3:32])=[O:29].OP(O)(O)=O. The yield is 0.780. (5) The reactants are FC(F)(F)S(O[C:7]1[CH:8]=[C:9]2[C:14](=[CH:15][CH:16]=1)[C:13](=[O:17])[NH:12][CH2:11][CH2:10]2)(=O)=O.[C:20](=[N:33][NH2:34])([C:27]1[CH:32]=[CH:31][CH:30]=[CH:29][CH:28]=1)[C:21]1[CH:26]=[CH:25][CH:24]=[CH:23][CH:22]=1.C([O-])([O-])=O.[Cs+].[Cs+].O. The catalyst is C1(C)C=CC=CC=1.C1C=CC(P(C2C=CC=CC=2)[C-]2C=CC=C2)=CC=1.C1C=CC(P(C2C=CC=CC=2)[C-]2C=CC=C2)=CC=1.[Fe+2].CC([O-])=O.CC([O-])=O.[Pd+2]. The product is [C:21]1([C:20]([C:27]2[CH:32]=[CH:31][CH:30]=[CH:29][CH:28]=2)=[N:33][NH:34][C:7]2[CH:8]=[C:9]3[C:14](=[CH:15][CH:16]=2)[C:13](=[O:17])[NH:12][CH2:11][CH2:10]3)[CH:22]=[CH:23][CH:24]=[CH:25][CH:26]=1. The yield is 0.500. (6) The yield is 1.00. The reactants are [Br:1][C:2]1[CH:3]=[CH:4][C:5]([OH:10])=[C:6]([CH:9]=1)[CH:7]=[O:8].C([O-])([O-])=O.[K+].[K+].Br[CH2:18][CH2:19][O:20][Si:21]([C:24]([CH3:27])([CH3:26])[CH3:25])([CH3:23])[CH3:22].O. The catalyst is CN(C)C=O. The product is [Br:1][C:2]1[CH:3]=[CH:4][C:5]([O:10][CH2:18][CH2:19][O:20][Si:21]([C:24]([CH3:27])([CH3:26])[CH3:25])([CH3:23])[CH3:22])=[C:6]([CH:9]=1)[CH:7]=[O:8]. (7) The reactants are [Br:1][C:2]1[N:7]=[CH:6][C:5]2[C:8]([C:14]([OH:16])=O)=[CH:9][N:10]([CH:11]([CH3:13])[CH3:12])[C:4]=2[CH:3]=1.CC[N:19](C(C)C)C(C)C.CN(C(ON1N=NC2C=CC=CC1=2)=[N+](C)C)C.F[P-](F)(F)(F)(F)F.[OH-].[NH4+]. The catalyst is CN(C=O)C.[Cl-].[Na+].O. The product is [Br:1][C:2]1[N:7]=[CH:6][C:5]2[C:8]([C:14]([NH2:19])=[O:16])=[CH:9][N:10]([CH:11]([CH3:13])[CH3:12])[C:4]=2[CH:3]=1. The yield is 0.580. (8) The catalyst is CO.[Fe]. The reactants are [CH2:1]([O:8][C:9]1[CH:14]=[CH:13][C:12]([S:15][C:16]2[CH:21]=[CH:20][C:19]([N+:22]([O-])=O)=[CH:18][C:17]=2[NH:25][C:26]2[C:27]3[CH:35]=[CH:34][C:33]([CH3:36])=[N:32][C:28]=3[N:29]=[CH:30][N:31]=2)=[CH:11][CH:10]=1)[C:2]1[CH:7]=[CH:6][CH:5]=[CH:4][CH:3]=1.[Cl-].[NH4+].O1CCCC1.O. The product is [CH2:1]([O:8][C:9]1[CH:10]=[CH:11][C:12]([S:15][C:16]2[CH:21]=[CH:20][C:19]([NH2:22])=[CH:18][C:17]=2[NH:25][C:26]2[C:27]3[CH:35]=[CH:34][C:33]([CH3:36])=[N:32][C:28]=3[N:29]=[CH:30][N:31]=2)=[CH:13][CH:14]=1)[C:2]1[CH:3]=[CH:4][CH:5]=[CH:6][CH:7]=1. The yield is 0.420. (9) The reactants are [C:1]([Si:5]([CH3:28])([CH3:27])[O:6][C:7]1[CH:12]=[CH:11][C:10]([C:13]([C:18]2[S:22][C:21]([CH2:23][OH:24])=[C:20]([CH3:25])[CH:19]=2)([CH2:16][CH3:17])[CH2:14][CH3:15])=[CH:9][C:8]=1[CH3:26])([CH3:4])([CH3:3])[CH3:2].C(N(CC)CC)C.[C:36]1([CH3:46])[CH:41]=[CH:40][C:39]([S:42](Cl)(=[O:44])=[O:43])=[CH:38][CH:37]=1. The catalyst is CCOCC. The product is [C:1]([Si:5]([CH3:28])([CH3:27])[O:6][C:7]1[CH:12]=[CH:11][C:10]([C:13]([C:18]2[S:22][C:21]([CH2:23][O:24][S:42]([C:39]3[CH:40]=[CH:41][C:36]([CH3:46])=[CH:37][CH:38]=3)(=[O:44])=[O:43])=[C:20]([CH3:25])[CH:19]=2)([CH2:16][CH3:17])[CH2:14][CH3:15])=[CH:9][C:8]=1[CH3:26])([CH3:2])([CH3:4])[CH3:3]. The yield is 0.550.